From a dataset of Forward reaction prediction with 1.9M reactions from USPTO patents (1976-2016). Predict the product of the given reaction. (1) Given the reactants [CH:1]1([NH:4][CH:5]2[CH2:10][CH2:9][N:8]([C:11]3[C:16]([F:17])=[CH:15][C:14]([C:18]([F:21])([F:20])[F:19])=[CH:13][N:12]=3)[CH2:7][CH2:6]2)[CH2:3][CH2:2]1.[F:22][C:23]1[CH:24]=[C:25]([CH:29]=[CH:30][C:31]=1[N:32]1[CH:36]=[N:35][CH:34]=[N:33]1)[C:26](O)=[O:27], predict the reaction product. The product is: [CH:1]1([N:4]([CH:5]2[CH2:10][CH2:9][N:8]([C:11]3[C:16]([F:17])=[CH:15][C:14]([C:18]([F:20])([F:19])[F:21])=[CH:13][N:12]=3)[CH2:7][CH2:6]2)[C:26](=[O:27])[C:25]2[CH:29]=[CH:30][C:31]([N:32]3[CH:36]=[N:35][CH:34]=[N:33]3)=[C:23]([F:22])[CH:24]=2)[CH2:2][CH2:3]1. (2) The product is: [F:1][C:2]1[C:3]([OH:49])=[CH:4][C:5]([CH2:44][C:45]([F:47])([F:46])[F:48])=[C:6]([C:8]2[N:13]=[C:12]([NH:14][CH2:15][C:16]3[CH:21]=[C:20]([OH:22])[CH:19]=[CH:18][C:17]=3[N:24]([CH3:29])[S:25]([CH3:28])(=[O:27])=[O:26])[C:11]3[C:30]([C:41]([NH:62][C:63]4[CH:68]=[N:67][C:66]([NH:69][CH2:70][CH2:71][OH:72])=[CH:65][CH:64]=4)=[O:42])=[N:31][NH:32][C:10]=3[CH:9]=2)[CH:7]=1. Given the reactants [F:1][C:2]1[C:3]([O:49]COCC[Si](C)(C)C)=[CH:4][C:5]([CH2:44][C:45]([F:48])([F:47])[F:46])=[C:6]([C:8]2[N:13]=[C:12]([NH:14][CH2:15][C:16]3[CH:21]=[C:20]([O:22]C)[CH:19]=[CH:18][C:17]=3[N:24]([CH3:29])[S:25]([CH3:28])(=[O:27])=[O:26])[C:11]3[C:30]([C:41](O)=[O:42])=[N:31][N:32](COCC[Si](C)(C)C)[C:10]=3[CH:9]=2)[CH:7]=1.B(Br)(Br)Br.[NH2:62][C:63]1[CH:64]=[CH:65][C:66]([NH:69][CH2:70][CH2:71][OH:72])=[N:67][CH:68]=1.CCN(C(C)C)C(C)C.CN(C(ON1N=NC2C=CC=NC1=2)=[N+](C)C)C.F[P-](F)(F)(F)(F)F, predict the reaction product. (3) The product is: [O:1]([C:8]1[CH:13]=[C:12]([O:14][CH2:15][CH2:16][CH2:17][CH2:18][CH2:19][NH:20][C:21]2[CH:26]=[CH:25][CH:24]=[CH:23][N:22]=2)[CH:11]=[CH:10][C:9]=1[CH2:27][C:28]([OH:30])=[O:29])[C:2]1[CH:3]=[CH:4][CH:5]=[CH:6][CH:7]=1. Given the reactants [O:1]([C:8]1[CH:13]=[C:12]([O:14][CH2:15][CH2:16][CH2:17][CH2:18][CH2:19][NH:20][C:21]2[CH:26]=[CH:25][CH:24]=[CH:23][N:22]=2)[CH:11]=[CH:10][C:9]=1[CH2:27][C:28]([O:30]C)=[O:29])[C:2]1[CH:7]=[CH:6][CH:5]=[CH:4][CH:3]=1.[OH-].[Na+], predict the reaction product. (4) Given the reactants [NH2:1][C@@:2]1([C:19]2[CH:24]=[C:23]([Br:25])[CH:22]=[CH:21][C:20]=2[F:26])[CH2:7][O:6][C@@H:5]([CH2:8][O:9][CH2:10][C:11]2[CH:16]=[CH:15][CH:14]=[CH:13][CH:12]=2)[CH2:4][C@H:3]1[CH2:17]O.C([N:35]=[C:36]=[S:37])(=O)C1C=CC=CC=1.Cl, predict the reaction product. The product is: [CH2:10]([O:9][CH2:8][C@@H:5]1[O:6][CH2:7][C@@:2]2([C:19]3[CH:24]=[C:23]([Br:25])[CH:22]=[CH:21][C:20]=3[F:26])[C@H:3]([CH2:17][S:37][C:36]([NH2:35])=[N:1]2)[CH2:4]1)[C:11]1[CH:16]=[CH:15][CH:14]=[CH:13][CH:12]=1. (5) The product is: [C:47]([C:48]1[CH:4]=[CH:5][C:6]([CH2:7][CH:8](/[CH:21]=[CH:22]/[C:23]2[CH:28]=[CH:27][CH:26]=[CH:25][C:24]=2[O:29][CH2:30][CH2:31][CH2:32][CH2:33][O:34][C:35]2[CH:40]=[CH:39][C:38]([F:41])=[CH:37][CH:36]=2)[CH2:9][CH2:10][C:11]2[CH:12]=[CH:13][C:14]([C:15]([OH:17])=[O:16])=[CH:19][CH:20]=2)=[CH:42][CH:49]=1)([OH:50])=[O:44]. Given the reactants C(C1C=[CH:42][C:6]([CH2:7][CH:8](/[CH:21]=[CH:22]/[C:23]2[CH:28]=[CH:27][CH:26]=[CH:25][C:24]=2[O:29][CH2:30][CH2:31][CH2:32][CH2:33][O:34][C:35]2[CH:40]=[CH:39][C:38]([F:41])=[CH:37][CH:36]=2)[CH2:9][CH2:10][C:11]2[CH:20]=[CH:19][C:14]([C:15]([O:17]C)=[O:16])=[CH:13][CH:12]=2)=[CH:5][CH:4]=1)#N.[OH-:44].[K+].Cl.[CH2:47]([OH:50])[CH2:48][CH3:49], predict the reaction product. (6) Given the reactants [C:1]([N:4]1[CH2:9][CH2:8][N:7]([C:10]2[CH:11]=[CH:12][C:13]([NH:21][C:22]3[C:27]([C:28]([F:31])([F:30])[F:29])=[CH:26][N:25]=[C:24]([NH:32][C:33]4[CH:47]=[CH:46][C:36]([CH2:37][P:38](=[O:45])([O:42][CH2:43][CH3:44])[O:39][CH2:40][CH3:41])=[CH:35][CH:34]=4)[N:23]=3)=[C:14]3[C:18]=2[CH2:17][N:16]([CH3:19])[C:15]3=[O:20])[CH2:6][CH2:5]1)(=O)C.BrC1C=CC(NC2C(C(F)(F)F)=CN=C(NC3C=CC(CP(=O)(OCC)OCC)=CC=3)N=2)=C2C=1CN(C)C2=O.CN1CCNCC1, predict the reaction product. The product is: [CH3:19][N:16]1[C:15](=[O:20])[C:14]2[C:18](=[C:10]([N:7]3[CH2:8][CH2:9][N:4]([CH3:1])[CH2:5][CH2:6]3)[CH:11]=[CH:12][C:13]=2[NH:21][C:22]2[C:27]([C:28]([F:31])([F:29])[F:30])=[CH:26][N:25]=[C:24]([NH:32][C:33]3[CH:47]=[CH:46][C:36]([CH2:37][P:38](=[O:45])([O:39][CH2:40][CH3:41])[O:42][CH2:43][CH3:44])=[CH:35][CH:34]=3)[N:23]=2)[CH2:17]1.